This data is from Forward reaction prediction with 1.9M reactions from USPTO patents (1976-2016). The task is: Predict the product of the given reaction. Given the reactants [CH2:1]1[S:7][C:5](=[O:6])[NH:4][C:2]1=[O:3].C([Li])CCC.[F:13][C:14]1[CH:19]=[CH:18][C:17]([C:20]2[O:21][C:22]([CH3:36])=[C:23]([CH2:25][O:26][C@@H:27]3[CH2:32][CH2:31][CH2:30][C@H:29](CC=O)[CH2:28]3)[N:24]=2)=[CH:16][CH:15]=1.Cl.[O:38]1CC[CH2:40][CH2:39]1, predict the reaction product. The product is: [F:13][C:14]1[CH:15]=[CH:16][C:17]([C:20]2[O:21][C:22]([CH3:36])=[C:23]([CH2:25][O:26][C@@H:27]3[CH2:32][CH2:31][CH2:30][C@H:29]([O:38][CH2:39][CH:40]=[C:1]4[S:7][C:5](=[O:6])[NH:4][C:2]4=[O:3])[CH2:28]3)[N:24]=2)=[CH:18][CH:19]=1.